This data is from Catalyst prediction with 721,799 reactions and 888 catalyst types from USPTO. The task is: Predict which catalyst facilitates the given reaction. (1) Reactant: [C:1]([C:4]1[CH:5]=[C:6]2[C:11](=[CH:12][C:13]=1[O:14][CH3:15])[N:10]=[CH:9][CH:8]=[C:7]2[O:16][C:17]1[CH:22]=[CH:21][C:20]([NH:23][C:24](=O)[O:25]C2C=CC=CC=2)=[C:19]([Cl:33])[CH:18]=1)(=[O:3])[NH2:2].[CH:34]1([NH2:37])[CH2:36][CH2:35]1.O. Product: [Cl:33][C:19]1[CH:18]=[C:17]([CH:22]=[CH:21][C:20]=1[NH:23][C:24]([NH:37][CH:34]1[CH2:36][CH2:35]1)=[O:25])[O:16][C:7]1[C:6]2[C:11](=[CH:12][C:13]([O:14][CH3:15])=[C:4]([C:1]([NH2:2])=[O:3])[CH:5]=2)[N:10]=[CH:9][CH:8]=1. The catalyst class is: 9. (2) Reactant: [Br:1][C:2]1[CH:3]=[C:4]([CH:12]([CH2:18][CH:19]([CH3:21])[CH3:20])[C:13]([O:15][CH2:16][CH3:17])=[O:14])[CH:5]=[C:6]([N+:9]([O-])=O)[C:7]=1[OH:8]. Product: [NH2:9][C:6]1[CH:5]=[C:4]([CH:12]([CH2:18][CH:19]([CH3:20])[CH3:21])[C:13]([O:15][CH2:16][CH3:17])=[O:14])[CH:3]=[C:2]([Br:1])[C:7]=1[OH:8]. The catalyst class is: 105.